This data is from HIV replication inhibition screening data with 41,000+ compounds from the AIDS Antiviral Screen. The task is: Binary Classification. Given a drug SMILES string, predict its activity (active/inactive) in a high-throughput screening assay against a specified biological target. (1) The molecule is CCOc1ccc(-c2nc(-c3oc4ccccc4c(=O)c3OC(C)=O)cs2)cc1. The result is 0 (inactive). (2) The molecule is Oc1nc2ccccc2nc1C=CNC(=S)NCc1ccccc1. The result is 0 (inactive). (3) The molecule is COC(=O)c1cc([O-])c2sc(C)c(C)[n+]2n1. The result is 0 (inactive). (4) The drug is O=[N+]([O-])C1(C[Se]c2cccc(C(F)(F)F)c2)CCCCC1. The result is 0 (inactive). (5) The molecule is COc1ccc(C=C2CSC(=O)NC2=O)cc1OC. The result is 0 (inactive). (6) The drug is CC(C)(C)OC(=O)NC(Cc1ccccc1)C(=O)NC1c2ccsc2C(=NO)C1O. The result is 0 (inactive). (7) The compound is CN(C)Cc1cc(N=Nc2ccc(Cl)cc2)ccc1O. The result is 0 (inactive).